Dataset: Reaction yield outcomes from USPTO patents with 853,638 reactions. Task: Predict the reaction yield, written as a fraction of the theoretical maximum amount of product (1.0 means a 100% yield; for example, 0.34 means a 34% yield). (1) The reactants are [Si:1]([O:8][C@@H:9]1[C@@H:13]([CH2:14][O:15][Si:16]([C:19]([CH3:22])([CH3:21])[CH3:20])([CH3:18])[CH3:17])[O:12][C@@H:11]([N:23]2[C:41]3[N:40]=[CH:39][N:38]=[C:27]([O:28][C:29]4[CH:34]=[CH:33][C:32]([N+]([O-])=O)=[CH:31][CH:30]=4)[C:26]=3[N:25]=[CH:24]2)[CH2:10]1)([C:4]([CH3:7])([CH3:6])[CH3:5])([CH3:3])[CH3:2].N1(OC2C3N=CN(C=3N=CN=2)[C@@H]2O[C@H](CO[Si](C(C)(C)C)(C)C)[C@@H](O[Si](C(C)(C)C)(C)C)C2)[C:46]2[CH:47]=CC=[CH:50][C:45]=2N=N1.C([O-])([O-])=O.[Cs+].[Cs+].C1(O)C2C(=CC=CC=2)C=CC=1. The catalyst is COCCOC. The product is [Si:16]([O:15][C@@H:14]1[C@@H:13]([CH2:9][O:8][Si:1]([C:4]([CH3:7])([CH3:5])[CH3:6])([CH3:2])[CH3:3])[O:12][C@@H:11]([N:23]2[C:41]3[N:40]=[CH:39][N:38]=[C:27]([O:28][C:29]4[C:34]5[C:33](=[CH:50][CH:45]=[CH:46][CH:47]=5)[CH:32]=[CH:31][CH:30]=4)[C:26]=3[N:25]=[CH:24]2)[CH2:10]1)([C:19]([CH3:21])([CH3:22])[CH3:20])([CH3:17])[CH3:18]. The yield is 0.810. (2) The reactants are C([Li])(C)(C)C.[CH3:6][C:7]1[N:11]([CH2:12][CH2:13][N:14]2[CH2:19][CH2:18][O:17][CH2:16][CH2:15]2)[C:10]2[S:20][CH:21]=[CH:22][C:9]=2[CH:8]=1.[Cl:23][C:24]1[C:33]([Cl:34])=[CH:32][CH:31]=[CH:30][C:25]=1[C:26](OC)=[O:27]. The catalyst is CCCCC.C1COCC1. The product is [Cl:23][C:24]1[C:33]([Cl:34])=[CH:32][CH:31]=[CH:30][C:25]=1[C:26]([C:21]1[S:20][C:10]2[N:11]([CH2:12][CH2:13][N:14]3[CH2:15][CH2:16][O:17][CH2:18][CH2:19]3)[C:7]([CH3:6])=[CH:8][C:9]=2[CH:22]=1)=[O:27]. The yield is 0.560.